From a dataset of Forward reaction prediction with 1.9M reactions from USPTO patents (1976-2016). Predict the product of the given reaction. (1) Given the reactants Cl.Cl[C:3]1[N:16]2[C:7](=[N:8][C:9]3[C:14]([C:15]2=[O:17])=[C:13]([F:18])[CH:12]=[CH:11][CH:10]=3)[C:6]2[CH:19]=[CH:20][N:21]([S:22]([C:25]3[CH:30]=[CH:29][C:28]([CH3:31])=[CH:27][CH:26]=3)(=[O:24])=[O:23])[C:5]=2[N:4]=1.[CH3:32][N:33]([CH2:35][C:36]([N:38]1[C:46]2[C:41](=[CH:42][CH:43]=[C:44]([NH2:47])[CH:45]=2)[CH2:40][CH2:39]1)=[O:37])[CH3:34], predict the reaction product. The product is: [CH3:32][N:33]([CH3:34])[CH2:35][C:36]([N:38]1[C:46]2[C:41](=[CH:42][CH:43]=[C:44]([NH:47][C:3]3[N:16]4[C:7](=[N:8][C:9]5[C:14]([C:15]4=[O:17])=[C:13]([F:18])[CH:12]=[CH:11][CH:10]=5)[C:6]4[CH:19]=[CH:20][N:21]([S:22]([C:25]5[CH:30]=[CH:29][C:28]([CH3:31])=[CH:27][CH:26]=5)(=[O:23])=[O:24])[C:5]=4[N:4]=3)[CH:45]=2)[CH2:40][CH2:39]1)=[O:37]. (2) Given the reactants [CH:1]([C:3]1[CH:8]=[CH:7][N:6]=[C:5]([NH:9][C@@H:10]2[CH2:15][CH2:14][CH2:13][CH2:12][C@H:11]2[NH:16][C@H:17]2[CH2:22][CH2:21][CH2:20][N:19]([C:23]3[CH:30]=[CH:29][C:26]([C:27]#[N:28])=[CH:25][CH:24]=3)[CH2:18]2)[CH:4]=1)=[O:2].[BH4-].[Na+], predict the reaction product. The product is: [OH:2][CH2:1][C:3]1[CH:8]=[CH:7][N:6]=[C:5]([NH:9][C@@H:10]2[CH2:15][CH2:14][CH2:13][CH2:12][C@H:11]2[NH:16][C@H:17]2[CH2:22][CH2:21][CH2:20][N:19]([C:23]3[CH:24]=[CH:25][C:26]([C:27]#[N:28])=[CH:29][CH:30]=3)[CH2:18]2)[CH:4]=1. (3) Given the reactants [F:1][C:2]1[CH:7]=[CH:6][C:5]([NH:8][NH2:9])=[CH:4][CH:3]=1.[I:10][C:11]1[CH:12]=[C:13]([CH:27]=[CH:28][CH:29]=1)[C:14]([C:16](=[CH:19]NC1C=CC=CC=1)[C:17]#[N:18])=[O:15], predict the reaction product. The product is: [NH2:18][C:17]1[N:8]([C:5]2[CH:6]=[CH:7][C:2]([F:1])=[CH:3][CH:4]=2)[N:9]=[CH:19][C:16]=1[C:14](=[O:15])[C:13]1[CH:27]=[CH:28][CH:29]=[C:11]([I:10])[CH:12]=1. (4) Given the reactants FC(F)(F)C(O)=O.C(OC(=O)N)(C)(C)C.[CH3:16][N:17]([CH:21]1[CH2:26][CH2:25][C:24]([C:27]2[C:32]([CH3:33])=[CH:31][C:30]([NH:34][C:35]([C:37]3[CH:38]=[N:39][N:40]([C:43]4[CH:48]=[CH:47][C:46]([C:49]([F:52])([F:51])[F:50])=[CH:45][N:44]=4)[C:41]=3[CH3:42])=[O:36])=[CH:29][N:28]=2)=[CH:23][CH2:22]1)C(=O)O.[OH-].[Na+], predict the reaction product. The product is: [CH3:42][C:41]1[N:40]([C:43]2[CH:48]=[CH:47][C:46]([C:49]([F:50])([F:52])[F:51])=[CH:45][N:44]=2)[N:39]=[CH:38][C:37]=1[C:35]([NH:34][C:30]1[CH:29]=[N:28][C:27]([C:24]2[CH2:25][CH2:26][CH:21]([NH:17][CH3:16])[CH2:22][CH:23]=2)=[C:32]([CH3:33])[CH:31]=1)=[O:36]. (5) The product is: [C:14]1([NH:13][C:11]([C:9]2[N:10]=[C:5]3[CH:4]=[CH:3][C:2]([C:25]4[CH:30]=[CH:29][CH:28]=[CH:27][N:26]=4)=[CH:7][N:6]3[CH:8]=2)=[O:12])[CH:19]=[CH:18][CH:17]=[CH:16][CH:15]=1. Given the reactants I[C:2]1[CH:3]=[CH:4][C:5]2[N:6]([CH:8]=[C:9]([C:11]([NH:13][C:14]3[CH:19]=[CH:18][CH:17]=[CH:16][CH:15]=3)=[O:12])[N:10]=2)[CH:7]=1.C([Sn](CCCC)(CCCC)[C:25]1[CH:30]=[CH:29][CH:28]=[CH:27][N:26]=1)CCC, predict the reaction product.